Dataset: Forward reaction prediction with 1.9M reactions from USPTO patents (1976-2016). Task: Predict the product of the given reaction. (1) Given the reactants C([O:8][C:9]1[CH:42]=[CH:41][C:12]2[NH:13][C:14]([C:19]3[C:20](=[O:40])[C:21]([CH2:35][CH2:36][CH:37]([CH3:39])[CH3:38])([CH2:30][CH2:31][CH:32]([CH3:34])[CH3:33])[C:22]4[C:27]([C:28]=3[OH:29])=[CH:26][CH:25]=[CH:24][CH:23]=4)=[N:15][S:16](=[O:18])(=[O:17])[C:11]=2[CH:10]=1)C1C=CC=CC=1.C(OC1C=CC2NC(C3C(=O)C(CCC)(CCC)C4C(C=3O)=CC=CC=4)=NS(=O)(=O)C=2C=1)C1C=CC=CC=1, predict the reaction product. The product is: [OH:29][C:28]1[C:27]2[C:22](=[CH:23][CH:24]=[CH:25][CH:26]=2)[C:21]([CH2:35][CH2:36][CH:37]([CH3:39])[CH3:38])([CH2:30][CH2:31][CH:32]([CH3:34])[CH3:33])[C:20](=[O:40])[C:19]=1[C:14]1[NH:13][C:12]2[CH:41]=[CH:42][C:9]([OH:8])=[CH:10][C:11]=2[S:16](=[O:17])(=[O:18])[N:15]=1. (2) The product is: [CH:25]1([C:31]2[C:32]3[CH:33]=[CH:34][C:35]([C:65]([NH:66][S:67]([CH:70]([CH3:71])[CH3:72])(=[O:68])=[O:69])=[O:73])=[CH:36][C:37]=3[N:38]3[CH2:44][C:43]([C:45]4[N:49]([CH:50]5[CH2:51][CH2:52]5)[N:48]=[C:47]([CH:53]([CH3:54])[CH3:55])[C:46]=4[C:56]([N:80]4[CH2:81][C@H:82]([CH3:83])[N:77]([CH3:76])[C@H:78]([CH3:84])[CH2:79]4)=[O:58])=[CH:42][C:41]4[CH:59]=[C:60]([O:63][CH3:64])[CH:61]=[CH:62][C:40]=4[C:39]=23)[CH2:26][CH2:27][CH2:28][CH2:29][CH2:30]1. Given the reactants CN(C(ON1N=NC2C=CC=NC1=2)=[N+](C)C)C.F[P-](F)(F)(F)(F)F.[CH:25]1([C:31]2[C:32]3[CH:33]=[CH:34][C:35]([C:65](=[O:73])[NH:66][S:67]([CH:70]([CH3:72])[CH3:71])(=[O:69])=[O:68])=[CH:36][C:37]=3[N:38]3[CH2:44][C:43]([C:45]4[N:49]([CH:50]5[CH2:52][CH2:51]5)[N:48]=[C:47]([CH:53]([CH3:55])[CH3:54])[C:46]=4[C:56]([OH:58])=O)=[CH:42][C:41]4[CH:59]=[C:60]([O:63][CH3:64])[CH:61]=[CH:62][C:40]=4[C:39]=23)[CH2:30][CH2:29][CH2:28][CH2:27][CH2:26]1.Cl.Cl.[CH3:76][N:77]1[C@H:82]([CH3:83])[CH2:81][NH:80][CH2:79][C@@H:78]1[CH3:84].CCN(C(C)C)C(C)C, predict the reaction product.